This data is from Full USPTO retrosynthesis dataset with 1.9M reactions from patents (1976-2016). The task is: Predict the reactants needed to synthesize the given product. (1) Given the product [CH3:2][C:3]([C@:5]1([O:25][C:26]([CH3:27])=[O:28])[C@@:9]2([CH3:24])[CH2:10][CH2:11][C@@H:12]3[C@:17]4([CH3:23])[C:16](=[CH:21][C:20]([CH2:19][CH2:18]4)=[O:22])[CH2:15][CH2:14][C@H:13]3[C@@H:8]2[CH2:7][CH2:6]1)=[O:4], predict the reactants needed to synthesize it. The reactants are: Br.[CH3:2][C:3]([C@:5]1([OH:25])[C@@:9]2([CH3:24])[CH2:10][CH2:11][C@@H:12]3[C@@:17]4([CH3:23])[CH2:18][CH2:19][C@H:20]([OH:22])[CH2:21][C:16]4=[CH:15][CH2:14][C@H:13]3[C@@H:8]2[CH2:7][CH2:6]1)=[O:4].[C:26]([O-])(=[O:28])[CH3:27].C(OC(=O)C)(=O)C.C1(C)C=CC(S(O)(=O)=O)=CC=1.[O-]CCC.[Al+3].[O-]CCC.[O-]CCC. (2) Given the product [F:1][C:2]1[CH:3]=[C:4]([NH:9][CH2:10][CH:11]([OH:34])[CH2:12][N:13]2[CH2:14][CH2:15][N:16]([CH2:19][C@H:20]([OH:33])[C:21]3[C:30]4[C:25](=[CH:26][CH:27]=[C:28]([O:31][CH3:32])[CH:29]=4)[N:24]=[CH:23][CH:22]=3)[CH2:17][CH2:18]2)[CH:5]=[C:6]([F:8])[CH:7]=1, predict the reactants needed to synthesize it. The reactants are: [F:1][C:2]1[CH:3]=[C:4]([NH:9][CH2:10][C@@H:11]([OH:34])[CH2:12][N:13]2[CH2:18][CH2:17][N:16]([CH2:19][C@H:20]([OH:33])[C:21]3[C:30]4[C:25](=[CH:26][CH:27]=[C:28]([O:31][CH3:32])[CH:29]=4)[N:24]=[CH:23][CH:22]=3)[CH2:15][CH2:14]2)[CH:5]=[C:6]([F:8])[CH:7]=1.C(C1OC1)Cl. (3) Given the product [CH3:32][O:31][C:21]1[C:19]2[N:20]=[C:16]([NH:15][C:14]([CH:11]3[CH2:10][CH2:9][NH:8][CH2:13][CH2:12]3)=[O:33])[S:17][C:18]=2[C:24]([N:25]2[CH2:26][CH2:27][O:28][CH2:29][CH2:30]2)=[CH:23][CH:22]=1, predict the reactants needed to synthesize it. The reactants are: C(OC([N:8]1[CH2:13][CH2:12][CH:11]([C:14](=[O:33])[NH:15][C:16]2[S:17][C:18]3[C:24]([N:25]4[CH2:30][CH2:29][O:28][CH2:27][CH2:26]4)=[CH:23][CH:22]=[C:21]([O:31][CH3:32])[C:19]=3[N:20]=2)[CH2:10][CH2:9]1)=O)(C)(C)C. (4) Given the product [O:20]1[C:19]2[CH:23]=[CH:24][C:16]([C:14]([CH:11]3[CH2:10][CH2:9][NH:8][CH2:13][CH2:12]3)=[O:15])=[CH:17][C:18]=2[O:22][CH2:21]1, predict the reactants needed to synthesize it. The reactants are: C(OC([N:8]1[CH2:13][CH2:12][CH:11]([C:14]([C:16]2[CH:24]=[CH:23][C:19]3[O:20][CH2:21][O:22][C:18]=3[CH:17]=2)=[O:15])[CH2:10][CH2:9]1)=O)(C)(C)C.C(O)(C(F)(F)F)=O. (5) Given the product [CH3:20][C:16]1[N:15]([C:12]2[CH:13]=[CH:14][C:9]([NH:8][C:6]3[N:7]=[C:2]([OH:1])[C:3]4[CH2:24][NH:23][CH2:22][CH2:21][C:4]=4[N:5]=3)=[CH:10][CH:11]=2)[CH:19]=[CH:18][N:17]=1, predict the reactants needed to synthesize it. The reactants are: [OH:1][C:2]1[C:3]2[CH2:24][N:23](C(OC(C)(C)C)=O)[CH2:22][CH2:21][C:4]=2[N:5]=[C:6]([NH:8][C:9]2[CH:14]=[CH:13][C:12]([N:15]3[CH:19]=[CH:18][N:17]=[C:16]3[CH3:20])=[CH:11][CH:10]=2)[N:7]=1.Cl. (6) Given the product [CH2:4]([OH:5])[CH3:3].[CH3:1][CH2:2][CH2:3][CH:4]1[O:24][C@:23]2([C:25]([CH2:27][OH:28])=[O:26])[C@@H:6]([CH2:7][C@@H:8]3[C@:22]2([CH3:29])[CH2:21][C@H:20]([OH:30])[C@H:19]2[C@H:9]3[CH2:10][CH2:11][C:12]3[C@:18]2([CH3:31])[CH:17]=[CH:16][C:14](=[O:15])[CH:13]=3)[O:5]1, predict the reactants needed to synthesize it. The reactants are: [CH3:1][CH2:2][CH2:3][CH:4]1[O:24][C@:23]2([C:25]([CH2:27][OH:28])=[O:26])[C@@H:6]([CH2:7][C@@H:8]3[C@:22]2([CH3:29])[CH2:21][C@H:20]([OH:30])[C@H:19]2[C@H:9]3[CH2:10][CH2:11][C:12]3[C@:18]2([CH3:31])[CH:17]=[CH:16][C:14](=[O:15])[CH:13]=3)[O:5]1. (7) Given the product [CH3:7][N:5]1[CH:6]=[C:2]([B:16]([OH:20])[OH:17])[C:3]([N+:8]([O-:10])=[O:9])=[N:4]1, predict the reactants needed to synthesize it. The reactants are: Br[C:2]1[C:3]([N+:8]([O-:10])=[O:9])=[N:4][N:5]([CH3:7])[CH:6]=1.C([O-])(=O)C.[K+].[B:16]1(B2OC(C)(C)C(C)(C)O2)[O:20]C(C)(C)C(C)(C)[O:17]1.CC1CCCO1. (8) The reactants are: I[C:2]1[C:10]2[C:5](=[N:6][CH:7]=[C:8]([N+:11]([O-:13])=[O:12])[CH:9]=2)[N:4]([CH2:14][C:15]2[CH:20]=[CH:19][C:18]([O:21][CH3:22])=[CH:17][CH:16]=2)[N:3]=1.N1C2C(=CC=C3C=2N=CC=C3)C=CC=1.[F-].[K+].[CH3:39][O:40][CH2:41][CH2:42][OH:43]. Given the product [CH3:22][O:21][C:18]1[CH:19]=[CH:20][C:15]([CH2:14][N:4]2[C:5]3=[N:6][CH:7]=[C:8]([N+:11]([O-:13])=[O:12])[CH:9]=[C:10]3[C:2]([O:43][CH2:42][CH2:41][O:40][CH3:39])=[N:3]2)=[CH:16][CH:17]=1, predict the reactants needed to synthesize it. (9) Given the product [C:1]([C:3]1([C:7]2[CH:8]=[C:9]([CH:14]=[CH:15][CH:16]=2)[C:10]([OH:12])=[O:11])[CH2:4][CH2:5][CH2:6]1)#[N:2], predict the reactants needed to synthesize it. The reactants are: [C:1]([C:3]1([C:7]2[CH:8]=[C:9]([CH:14]=[CH:15][CH:16]=2)[C:10]([O:12]C)=[O:11])[CH2:6][CH2:5][CH2:4]1)#[N:2].O.[OH-].[Li+].O1CCCC1.CO. (10) Given the product [CH2:1]([N:8]1[CH2:9][CH2:10][N:11]([C:14]2[CH:15]=[CH:16][C:17]([NH:18][C:24]3[C:25]([F:29])=[CH:26][N:27]=[C:22]([Cl:21])[N:23]=3)=[CH:19][CH:20]=2)[CH2:12][CH2:13]1)[C:2]1[CH:3]=[CH:4][CH:5]=[CH:6][CH:7]=1, predict the reactants needed to synthesize it. The reactants are: [CH2:1]([N:8]1[CH2:13][CH2:12][N:11]([C:14]2[CH:20]=[CH:19][C:17]([NH2:18])=[CH:16][CH:15]=2)[CH2:10][CH2:9]1)[C:2]1[CH:7]=[CH:6][CH:5]=[CH:4][CH:3]=1.[Cl:21][C:22]1[N:27]=[C:26](Cl)[C:25]([F:29])=[CH:24][N:23]=1.